Dataset: Peptide-MHC class I binding affinity with 185,985 pairs from IEDB/IMGT. Task: Regression. Given a peptide amino acid sequence and an MHC pseudo amino acid sequence, predict their binding affinity value. This is MHC class I binding data. (1) The peptide sequence is HVVWAANEL. The MHC is HLA-A68:02 with pseudo-sequence HLA-A68:02. The binding affinity (normalized) is 0.727. (2) The peptide sequence is PVNQFTGYLK. The MHC is HLA-A11:01 with pseudo-sequence HLA-A11:01. The binding affinity (normalized) is 0.386. (3) The peptide sequence is LLADGLAKA. The MHC is HLA-A02:06 with pseudo-sequence HLA-A02:06. The binding affinity (normalized) is 1.00. (4) The peptide sequence is LLTEVETYV. The MHC is HLA-B15:01 with pseudo-sequence HLA-B15:01. The binding affinity (normalized) is 0.0847. (5) The peptide sequence is RPMTYKAAL. The MHC is HLA-B45:06 with pseudo-sequence HLA-B45:06. The binding affinity (normalized) is 0.213.